From a dataset of Full USPTO retrosynthesis dataset with 1.9M reactions from patents (1976-2016). Predict the reactants needed to synthesize the given product. (1) Given the product [C:7]([O:6][C:4](=[O:5])[CH2:3][O:2]/[N:1]=[C:12](/[C:16]1[N:17]=[C:18]([NH:21][C:22]([C:29]2[CH:34]=[CH:33][CH:32]=[CH:31][CH:30]=2)([C:23]2[CH:24]=[CH:25][CH:26]=[CH:27][CH:28]=2)[C:35]2[CH:40]=[CH:39][CH:38]=[CH:37][CH:36]=2)[S:19][CH:20]=1)\[C:13]([OH:15])=[O:14])([CH3:10])([CH3:9])[CH3:8], predict the reactants needed to synthesize it. The reactants are: [NH2:1][O:2][CH2:3][C:4]([O:6][C:7]([CH3:10])([CH3:9])[CH3:8])=[O:5].O=[C:12]([C:16]1[N:17]=[C:18]([NH:21][C:22]([C:35]2[CH:40]=[CH:39][CH:38]=[CH:37][CH:36]=2)([C:29]2[CH:34]=[CH:33][CH:32]=[CH:31][CH:30]=2)[C:23]2[CH:28]=[CH:27][CH:26]=[CH:25][CH:24]=2)[S:19][CH:20]=1)[C:13]([OH:15])=[O:14]. (2) Given the product [OH:4][CH2:5][CH:6]1[CH:11]([OH:12])[CH:10]([OH:16])[CH:9]([OH:20])[CH:8]([O:24][C:25]2[CH:29]=[CH:28][S:27][C:26]=2[CH:30]=[CH:31][C:32]2[CH:33]=[CH:34][C:35]([O:38][CH3:39])=[CH:36][CH:37]=2)[O:7]1, predict the reactants needed to synthesize it. The reactants are: C([O:4][CH2:5][CH:6]1[CH:11]([O:12]C(=O)C)[CH:10]([O:16]C(=O)C)[CH:9]([O:20]C(=O)C)[CH:8]([O:24][C:25]2[CH:29]=[CH:28][S:27][C:26]=2[CH:30]=[CH:31][C:32]2[CH:37]=[CH:36][C:35]([O:38][CH3:39])=[CH:34][CH:33]=2)[O:7]1)(=O)C.C[O-].[Na+]. (3) Given the product [Br:48][CH2:20][CH2:19][CH2:18][CH2:17][CH2:16][CH2:15][C:14]1[C:13]2[CH:22]=[CH:23][C:24]([OH:26])=[CH:25][C:12]=2[CH2:11][CH2:10][CH2:9][C:8]=1[C:5]1[CH:6]=[CH:7][C:2]([F:1])=[C:3]([OH:27])[CH:4]=1, predict the reactants needed to synthesize it. The reactants are: [F:1][C:2]1[CH:7]=[CH:6][C:5]([C:8]2[CH2:9][CH2:10][CH2:11][C:12]3[CH:25]=[C:24]([OH:26])[CH:23]=[CH:22][C:13]=3[C:14]=2[CH2:15][CH2:16][CH2:17][CH2:18][CH2:19][CH2:20]O)=[CH:4][C:3]=1[OH:27].C1(P(C2C=CC=CC=2)C2C=CC=CC=2)C=CC=CC=1.C(Br)(Br)(Br)[Br:48].